From a dataset of Catalyst prediction with 721,799 reactions and 888 catalyst types from USPTO. Predict which catalyst facilitates the given reaction. (1) Reactant: Cl[C:2]1[N:7]=[C:6]([NH2:8])[CH:5]=[CH:4][N:3]=1.[CH3:9]CN(C(C)C)C(C)C.BrC1[C:28]2[C:23](=[CH:24][CH:25]=[C:26](OC)[N:27]=2)[N:22]=[CH:21]C=1N. Product: [CH3:9][N:22]1[CH2:21][CH2:26][N:27]([C:2]2[N:7]=[C:6]([NH2:8])[CH:5]=[CH:4][N:3]=2)[CH2:28][C:23]21[CH2:24][CH2:25]2. The catalyst class is: 9. (2) Reactant: [CH:1]1([N:6]2[C:11]3[N:12]=[C:13](S(C)=O)[N:14]=[CH:15][C:10]=3[CH:9]=[C:8]([CH2:19][C:20]3[S:21][CH:22]=[CH:23][N:24]=3)[C:7]2=[O:25])[CH2:5][CH2:4][CH2:3][CH2:2]1.[C:26]([O:30][C:31]([N:33]1[CH2:38][CH2:37][N:36]([C:39]2[CH:44]=[CH:43][C:42]([NH2:45])=[CH:41][CH:40]=2)[CH2:35][CH2:34]1)=[O:32])([CH3:29])([CH3:28])[CH3:27]. Product: [C:26]([O:30][C:31]([N:33]1[CH2:38][CH2:37][N:36]([C:39]2[CH:40]=[CH:41][C:42]([NH:45][C:13]3[N:14]=[CH:15][C:10]4[CH:9]=[C:8]([CH2:19][C:20]5[S:21][CH:22]=[CH:23][N:24]=5)[C:7](=[O:25])[N:6]([CH:1]5[CH2:5][CH2:4][CH2:3][CH2:2]5)[C:11]=4[N:12]=3)=[CH:43][CH:44]=2)[CH2:35][CH2:34]1)=[O:32])([CH3:29])([CH3:27])[CH3:28]. The catalyst class is: 16. (3) Reactant: [CH2:1]([O:3][C:4]([C:6]1[NH:7][CH:8]=[C:9]2[CH:18]([C:19]3[O:20][C:21]([S:24][C:25]4[NH:29][C:28]5[CH:30]=[CH:31][C:32]([O:34][Si](C(C)(C)C)(C)C)=[CH:33][C:27]=5[N:26]=4)=[CH:22][CH:23]=3)[C:17]3[C:16](=[O:42])[CH2:15][CH2:14][CH2:13][C:12]=3[NH:11][C:10]=12)=[O:5])[CH3:2].CCCC[N+](CCCC)(CCCC)CCCC.[F-]. Product: [CH2:1]([O:3][C:4]([C:6]1[NH:7][CH:8]=[C:9]2[CH:18]([C:19]3[O:20][C:21]([S:24][C:25]4[NH:29][C:28]5[CH:30]=[CH:31][C:32]([OH:34])=[CH:33][C:27]=5[N:26]=4)=[CH:22][CH:23]=3)[C:17]3[C:16](=[O:42])[CH2:15][CH2:14][CH2:13][C:12]=3[NH:11][C:10]=12)=[O:5])[CH3:2]. The catalyst class is: 7. (4) Reactant: [CH3:1][C:2]([CH3:9])=[CH:3][C:4]([N:6]=[C:7]=[S:8])=[O:5].[NH:10]1[CH2:14][CH2:13][CH2:12][CH2:11]1. Product: [N:10]1([C:7]([NH:6][C:4](=[O:5])[CH:3]=[C:2]([CH3:9])[CH3:1])=[S:8])[CH2:14][CH2:13][CH2:12][CH2:11]1. The catalyst class is: 48. (5) Reactant: [CH3:1][O:2][C:3]([C:5]1[Se:6][C:7]([C:11]([O:13][CH3:14])=[O:12])=[CH:8][C:9]=1[NH2:10])=[O:4].Cl.[N:16]([O-])=O.[Na+].C(=O)([O-])[O-].[K+].[K+].[CH3:26][NH:27][CH3:28]. Product: [CH3:26][N:27]([N:16]=[N:10][C:9]1[CH:8]=[C:7]([C:11]([O:13][CH3:14])=[O:12])[Se:6][C:5]=1[C:3]([O:2][CH3:1])=[O:4])[CH3:28]. The catalyst class is: 6.